This data is from Full USPTO retrosynthesis dataset with 1.9M reactions from patents (1976-2016). The task is: Predict the reactants needed to synthesize the given product. (1) Given the product [Si:21]([O:20][CH2:19][C:14]1[CH:13]=[C:12]([CH:17]=[C:16]([Cl:18])[CH:15]=1)[CH2:11][N:10]1[C:9]2[C:4](=[N:5][C:6]([Cl:38])=[CH:7][CH:8]=2)[CH:3]=[C:2]1[C:49]1[N:45]([CH:40]2[CH2:41][CH2:42][CH2:43][CH2:44][O:39]2)[N:46]=[CH:47][CH:48]=1)([C:34]([CH3:37])([CH3:36])[CH3:35])([C:28]1[CH:33]=[CH:32][CH:31]=[CH:30][CH:29]=1)[C:22]1[CH:27]=[CH:26][CH:25]=[CH:24][CH:23]=1, predict the reactants needed to synthesize it. The reactants are: Br[C:2]1[N:10]([CH2:11][C:12]2[CH:17]=[C:16]([Cl:18])[CH:15]=[C:14]([CH2:19][O:20][Si:21]([C:34]([CH3:37])([CH3:36])[CH3:35])([C:28]3[CH:33]=[CH:32][CH:31]=[CH:30][CH:29]=3)[C:22]3[CH:27]=[CH:26][CH:25]=[CH:24][CH:23]=3)[CH:13]=2)[C:9]2[C:4](=[N:5][C:6]([Cl:38])=[CH:7][CH:8]=2)[CH:3]=1.[O:39]1[CH2:44][CH2:43][CH2:42][CH2:41][CH:40]1[N:45]1[C:49](B2OC(C)(C)C(C)(C)O2)=[CH:48][CH:47]=[N:46]1.C([O-])([O-])=O.[Na+].[Na+]. (2) Given the product [Cl:30][C:14]1[N:13]=[C:12]([C:15]([NH2:17])=[O:16])[C:11]([NH:18][C:19]2[CH:24]=[CH:23][CH:22]=[C:21]([S:25]([CH3:28])(=[O:26])=[O:27])[CH:20]=2)=[N:10][C:9]=1[NH:8][C@H:5]1[CH2:4][CH2:3][C@H:2]([OH:1])[CH2:7][CH2:6]1, predict the reactants needed to synthesize it. The reactants are: [OH:1][C@H:2]1[CH2:7][CH2:6][C@H:5]([NH:8][C:9]2[N:10]=[C:11]([NH:18][C:19]3[CH:24]=[CH:23][CH:22]=[C:21]([S:25]([CH3:28])(=[O:27])=[O:26])[CH:20]=3)[C:12]([C:15]([NH2:17])=[O:16])=[N:13][CH:14]=2)[CH2:4][CH2:3]1.C(Cl)(Cl)[Cl:30].ClN1C(=O)CCC1=O.